Dataset: Reaction yield outcomes from USPTO patents with 853,638 reactions. Task: Predict the reaction yield, written as a fraction of the theoretical maximum amount of product (1.0 means a 100% yield; for example, 0.34 means a 34% yield). (1) The reactants are Cl[CH2:2][CH2:3][NH:4][C:5]([NH:7][CH2:8][CH2:9][O:10][CH3:11])=[O:6].[H-].[Na+].[NH4+].[Cl-]. The catalyst is C1COCC1.[Cl-].[Na+].O. The product is [CH3:11][O:10][CH2:9][CH2:8][N:7]1[CH2:2][CH2:3][NH:4][C:5]1=[O:6]. The yield is 0.920. (2) The reactants are C1(P(C2C=CC=CC=2)C2C3OC4C(=CC=CC=4P(C4C=CC=CC=4)C4C=CC=CC=4)C(C)(C)C=3C=CC=2)C=CC=CC=1.[NH2:43][C:44]1[C:49]([Br:50])=[CH:48][C:47]([CH3:51])=[CH:46][N:45]=1.I[C:53]1[C:54]([CH3:69])=[C:55]([CH:66]=[CH:67][CH:68]=1)[C:56]([NH:58][CH:59]1[CH2:64][CH2:63][N:62]([CH3:65])[CH2:61][CH2:60]1)=[O:57].C(=O)([O-])[O-].[Cs+].[Cs+]. The catalyst is C([O-])(=O)C.[Pd+2].C([O-])(=O)C.CC(=O)CC.O.C1(C)C=CC=CC=1. The product is [Br:50][C:49]1[C:44]([NH:43][C:53]2[C:54]([CH3:69])=[C:55]([CH:66]=[CH:67][CH:68]=2)[C:56]([NH:58][CH:59]2[CH2:64][CH2:63][N:62]([CH3:65])[CH2:61][CH2:60]2)=[O:57])=[N:45][CH:46]=[C:47]([CH3:51])[CH:48]=1. The yield is 0.378. (3) The reactants are C[O:2][C:3]([C:5]1[CH2:6][N:7]([C:18]([O:20][C:21]([CH3:24])([CH3:23])[CH3:22])=[O:19])[CH2:8][CH2:9][C:10]=1[C:11]1[CH:16]=[CH:15][C:14]([F:17])=[CH:13][CH:12]=1)=[O:4].[OH-].[Na+]. The catalyst is O1CCOCC1. The product is [C:21]([O:20][C:18]([N:7]1[CH2:8][CH2:9][C:10]([C:11]2[CH:12]=[CH:13][C:14]([F:17])=[CH:15][CH:16]=2)=[C:5]([C:3]([OH:4])=[O:2])[CH2:6]1)=[O:19])([CH3:24])([CH3:22])[CH3:23]. The yield is 0.780. (4) The reactants are C1(C(C2C=CC=CC=2)([C@@H]2CCCN2)O)C=CC=CC=1.B(OC)(OC)OC.B.C(N(CC)C1C=CC=CC=1)C.[N+:39]([C:42]1[CH:47]=[CH:46][C:45]([C:48](=[O:62])[CH2:49][CH2:50][C:51]([C:53]2[CH:58]=[CH:57][C:56]([N+:59]([O-:61])=[O:60])=[CH:55][CH:54]=2)=[O:52])=[CH:44][CH:43]=1)([O-:41])=[O:40].B.CO.Cl. The catalyst is C(OCC)(=O)C.C1COCC1. The product is [N+:39]([C:42]1[CH:47]=[CH:46][C:45]([C@H:48]([OH:62])[CH2:49][CH2:50][C@H:51]([C:53]2[CH:58]=[CH:57][C:56]([N+:59]([O-:61])=[O:60])=[CH:55][CH:54]=2)[OH:52])=[CH:44][CH:43]=1)([O-:41])=[O:40]. The yield is 0.610. (5) The yield is 0.370. The product is [CH2:1]([N:9]1[CH2:13][CH2:14][N:15]([CH2:1][C:2]2[CH:7]=[CH:6][CH:5]=[CH:4][CH:3]=2)[CH2:16][CH2:17][N:12]([CH2:1][C:2]2[CH:7]=[CH:6][CH:5]=[CH:4][CH:3]=2)[CH2:11][CH2:10]1)[C:2]1[CH:7]=[CH:6][CH:5]=[CH:4][CH:3]=1. The catalyst is C(#N)C. The reactants are [CH2:1](Br)[C:2]1[CH:7]=[CH:6][CH:5]=[CH:4][CH:3]=1.[NH:9]1[CH:13]2[CH2:14][NH:15][CH2:16][CH2:17][N:12]2[CH2:11][CH2:10]1.C(=O)([O-])[O-].[K+].[K+].[BH4-].[Na+]. (6) The reactants are O1CCCC1.[OH-].[Na+].[NH2:8][C:9]1[C:14]([C:15]2[O:19][N:18]=[C:17]([CH2:20][C:21]3[CH:26]=[CH:25][C:24]([OH:27])=[CH:23][CH:22]=3)[CH:16]=2)=[CH:13][CH:12]=[CH:11][N:10]=1.[Cl:28][C:29]1[CH:34]=[CH:33][N:32]=[C:31]([CH2:35]Cl)[CH:30]=1. The catalyst is CN(C)C=O. The product is [Cl:28][C:29]1[CH:34]=[CH:33][N:32]=[C:31]([CH2:35][O:27][C:24]2[CH:25]=[CH:26][C:21]([CH2:20][C:17]3[CH:16]=[C:15]([C:14]4[C:9]([NH2:8])=[N:10][CH:11]=[CH:12][CH:13]=4)[O:19][N:18]=3)=[CH:22][CH:23]=2)[CH:30]=1. The yield is 0.830. (7) The reactants are [C:1]1(=O)[CH2:6][CH2:5][CH2:4][CH2:3][C:2]1=O.[CH:9]([C:12]1[CH:18]=[CH:17][CH:16]=[C:15]([CH:19]([CH3:21])[CH3:20])[C:13]=1[NH2:14])([CH3:11])[CH3:10].C(O)=O. The catalyst is CO. The product is [CH:9]([C:1]1[CH:6]=[CH:5][CH:4]=[C:3]([CH:19]([CH3:21])[CH3:20])[C:2]=1[NH:14][C:13]1/[C:15](=[N:14]/[C:13]2[C:12]([CH:9]([CH3:11])[CH3:10])=[CH:18][CH:17]=[CH:16][C:15]=2[CH:19]([CH3:21])[CH3:20])/[CH2:16][CH2:17][CH2:18][CH:12]=1)([CH3:10])[CH3:11]. The yield is 0.518. (8) The reactants are C(O[C:4](=[O:30])[C@H:5]([O:7][C:8]1[N:29]=[CH:28][C:11]2[C:12]3[N:16]([CH2:17][CH2:18][O:19][C:10]=2[CH:9]=1)[CH:15]=[C:14]([C:20]1[N:21]([CH:25]([CH3:27])[CH3:26])[N:22]=[CH:23][N:24]=1)[N:13]=3)[CH3:6])C.O.[OH-].[Li+].C[N:35](C(ON1N=NC2C=CC=NC1=2)=[N+](C)C)C.F[P-](F)(F)(F)(F)F.[Cl-].[NH4+].C(N(CC)CC)C. The catalyst is CO.O.C(OCC)(=O)C. The product is [CH:25]([N:21]1[C:20]([C:14]2[N:13]=[C:12]3[C:11]4[CH:28]=[N:29][C:8]([O:7][C@H:5]([CH3:6])[C:4]([NH2:35])=[O:30])=[CH:9][C:10]=4[O:19][CH2:18][CH2:17][N:16]3[CH:15]=2)=[N:24][CH:23]=[N:22]1)([CH3:27])[CH3:26]. The yield is 0.430. (9) The reactants are [Br:1][C:2]1[N:7]=[C:6]([CH3:8])[C:5]([CH:9]=[O:10])=[CH:4][C:3]=1[CH3:11].O.[C:13]1(C)C=CC(S(O)(=O)=O)=CC=1.[C:24](=[O:27])(O)[O-].[Na+]. The catalyst is CO. The product is [Br:1][C:2]1[C:3]([CH3:11])=[CH:4][C:5]([CH:9]([O:27][CH3:24])[O:10][CH3:13])=[C:6]([CH3:8])[N:7]=1. The yield is 0.920. (10) The reactants are [Cl:1][C:2]1[CH:7]=[CH:6][CH:5]=[CH:4][C:3]=1[C:8]1[CH:13]=[CH:12][C:11]([CH:14]=O)=[CH:10][CH:9]=1.[CH3:16][NH:17][CH2:18][CH:19]([C:21]1[CH:26]=[CH:25][CH:24]=[CH:23][CH:22]=1)[OH:20].[BH-](OC(C)=O)(OC(C)=O)OC(C)=O.[Na+]. No catalyst specified. The product is [Cl:1][C:2]1[CH:7]=[CH:6][CH:5]=[CH:4][C:3]=1[C:8]1[CH:9]=[CH:10][C:11]([CH2:14][N:17]([CH2:18][CH:19]([C:21]2[CH:26]=[CH:25][CH:24]=[CH:23][CH:22]=2)[OH:20])[CH3:16])=[CH:12][CH:13]=1. The yield is 0.110.